From a dataset of Catalyst prediction with 721,799 reactions and 888 catalyst types from USPTO. Predict which catalyst facilitates the given reaction. (1) Reactant: [Cl:1][C:2]1[N:7]=[C:6]2[CH2:8][C:9](=O)[NH:10][C:5]2=[CH:4][CH:3]=1. Product: [Cl:1][C:2]1[N:7]=[C:6]2[CH2:8][CH2:9][NH:10][C:5]2=[CH:4][CH:3]=1. The catalyst class is: 1. (2) Reactant: [C:1]([C:4](=[CH:17][C:18]1[CH:23]=[C:22]([Cl:24])[CH:21]=[C:20]([Cl:25])[CH:19]=1)[C:5]([NH:7][CH2:8][CH2:9][CH2:10][C:11]1[CH:16]=[CH:15][CH:14]=[CH:13][CH:12]=1)=[O:6])(=O)[CH3:2].[CH3:26][C:27]([C:30]([NH2:32])=[NH:31])([CH3:29])[CH3:28].Cl.C([O-])(=O)C.[Na+]. Product: [C:27]([C:30]1[N:32]=[C:17]([C:18]2[CH:23]=[C:22]([Cl:24])[CH:21]=[C:20]([Cl:25])[CH:19]=2)[C:4]([C:5]([NH:7][CH2:8][CH2:9][CH2:10][C:11]2[CH:16]=[CH:15][CH:14]=[CH:13][CH:12]=2)=[O:6])=[C:1]([CH3:2])[N:31]=1)([CH3:29])([CH3:28])[CH3:26]. The catalyst class is: 3. (3) Reactant: [C:1](Cl)(Cl)=[S:2].[F:5][C:6]1[CH:12]=[C:11]([I:13])[CH:10]=[CH:9][C:7]=1[NH2:8]. Product: [F:5][C:6]1[CH:12]=[C:11]([I:13])[CH:10]=[CH:9][C:7]=1[N:8]=[C:1]=[S:2]. The catalyst class is: 146.